From a dataset of Reaction yield outcomes from USPTO patents with 853,638 reactions. Predict the reaction yield, written as a fraction of the theoretical maximum amount of product (1.0 means a 100% yield; for example, 0.34 means a 34% yield). (1) The reactants are [CH:1]([CH:3]1[S:7][C:6]([C:8]2[NH:9][C:10]3[C:15]([CH:16]=2)=[CH:14][CH:13]=[CH:12][C:11]=3[N:17]([CH3:26])[S:18]([C:21]2[S:22][CH:23]=[CH:24][CH:25]=2)(=[O:20])=[O:19])=[N:5][CH2:4]1)=O.Cl.[NH:28]1[CH2:33][CH2:32][S:31](=[O:34])[CH2:30][CH2:29]1.C(O[BH-](OC(=O)C)OC(=O)C)(=O)C.[Na+].C(=O)([O-])O.[Na+]. The catalyst is O1CCCC1.C(N(CC)CC)C. The product is [CH3:26][N:17]([C:11]1[CH:12]=[CH:13][CH:14]=[C:15]2[C:10]=1[NH:9][C:8]([C:6]1[S:7][CH:3]([CH2:1][N:28]3[CH2:33][CH2:32][S:31](=[O:34])[CH2:30][CH2:29]3)[CH2:4][N:5]=1)=[CH:16]2)[S:18]([C:21]1[S:22][CH:23]=[CH:24][CH:25]=1)(=[O:19])=[O:20]. The yield is 0.350. (2) The reactants are [CH2:1]([O:8][C:9](=[O:18])[NH:10][C@H:11]1[CH2:16][CH2:15][C@H:14]([OH:17])[CH2:13][CH2:12]1)[C:2]1[CH:7]=[CH:6][CH:5]=[CH:4][CH:3]=1.N1C=CN=C1.[Si:24](Cl)([C:27]([CH3:30])([CH3:29])[CH3:28])([CH3:26])[CH3:25]. The yield is 0.980. The product is [CH2:1]([O:8][C:9](=[O:18])[NH:10][C@H:11]1[CH2:16][CH2:15][C@H:14]([O:17][Si:24]([C:27]([CH3:30])([CH3:29])[CH3:28])([CH3:26])[CH3:25])[CH2:13][CH2:12]1)[C:2]1[CH:3]=[CH:4][CH:5]=[CH:6][CH:7]=1. The catalyst is C1COCC1.